Dataset: Forward reaction prediction with 1.9M reactions from USPTO patents (1976-2016). Task: Predict the product of the given reaction. (1) Given the reactants C([O:3][C:4]([C:6]1[C:7]([CH2:23][CH3:24])=[N:8][N:9]2[C:13]([C:14]3[CH:19]=[CH:18][C:17]([Cl:20])=[CH:16][C:15]=3[Cl:21])=[C:12]([CH3:22])[O:11][C:10]=12)=[O:5])C.O.[OH-].[Li+].CO.O, predict the reaction product. The product is: [Cl:21][C:15]1[CH:16]=[C:17]([Cl:20])[CH:18]=[CH:19][C:14]=1[C:13]1[N:9]2[N:8]=[C:7]([CH2:23][CH3:24])[C:6]([C:4]([OH:5])=[O:3])=[C:10]2[O:11][C:12]=1[CH3:22]. (2) Given the reactants [CH2:1]([O:134][S:135]([OH:138])(=[O:137])=[O:136])[CH:2]1[O:7][CH:6]2[O:8][CH:9]3[CH:14]([O:15][S:16]([OH:19])(=[O:18])=[O:17])[CH:13]([O:20][S:21]([OH:24])(=[O:23])=[O:22])[CH:12]([O:25][CH:26]4[CH:31]([O:32][S:33]([OH:36])(=[O:35])=[O:34])[CH:30]([O:37][S:38]([OH:41])(=[O:40])=[O:39])[CH:29]([O:42][CH:43]5[CH:48]([O:49][S:50]([OH:53])(=[O:52])=[O:51])[CH:47]([O:54][S:55]([OH:58])(=[O:57])=[O:56])[CH:46]([O:59][CH:60]6[CH:65]([O:66][S:67]([OH:70])(=[O:69])=[O:68])[CH:64]([O:71][S:72]([OH:75])(=[O:74])=[O:73])[CH:63]([O:76][CH:77]7[CH:83]([O:84][S:85]([OH:88])(=[O:87])=[O:86])[CH:82]([O:89][S:90]([OH:93])(=[O:92])=[O:91])[CH:80]([O:81][CH:3]1[CH:4]([O:129][S:130]([OH:133])(=[O:132])=[O:131])[CH:5]2[O:124][S:125]([OH:128])(=[O:127])=[O:126])[O:79][CH:78]7[CH2:94][O:95][S:96]([OH:99])(=[O:98])=[O:97])[O:62][CH:61]6[CH2:100][O:101][S:102]([OH:105])(=[O:104])=[O:103])[O:45][CH:44]5[CH2:106][O:107][S:108]([OH:111])(=[O:110])=[O:109])[O:28][CH:27]4[CH2:112][O:113][S:114]([OH:117])(=[O:116])=[O:115])[O:11][CH:10]3[CH2:118][O:119][S:120]([OH:123])(=[O:122])=[O:121].OC(CCCC[C@H]1[C@@H]2[C@@H](NC(N2)=O)CS1)=O, predict the reaction product. The product is: [CH2:100]([O:101][S:102]([OH:105])(=[O:104])=[O:103])[CH:61]1[O:62][CH:63]2[O:76][CH:77]3[CH:83]([O:84][S:85]([OH:88])(=[O:86])=[O:87])[CH:82]([O:89][S:90]([OH:93])(=[O:91])=[O:92])[CH:80]([O:81][CH:3]4[CH:4]([O:129][S:130]([OH:133])(=[O:131])=[O:132])[CH:5]([O:124][S:125]([OH:128])(=[O:126])=[O:127])[CH:6]([O:8][CH:9]5[CH:14]([O:15][S:16]([OH:19])(=[O:18])=[O:17])[CH:13]([O:20][S:21]([OH:24])(=[O:23])=[O:22])[CH:12]([O:25][CH:26]6[CH:31]([O:32][S:33]([OH:36])(=[O:35])=[O:34])[CH:30]([O:37][S:38]([OH:41])(=[O:40])=[O:39])[CH:29]([O:42][CH:43]7[CH:48]([O:49][S:50]([OH:53])(=[O:51])=[O:52])[CH:47]([O:54][S:55]([OH:58])(=[O:56])=[O:57])[CH:46]([O:59][CH:60]1[CH:65]([O:66][S:67]([OH:70])(=[O:69])=[O:68])[CH:64]2[O:71][S:72]([OH:75])(=[O:74])=[O:73])[O:45][CH:44]7[CH2:106][O:107][S:108]([OH:111])(=[O:109])=[O:110])[O:28][CH:27]6[CH2:112][O:113][S:114]([OH:117])(=[O:116])=[O:115])[O:11][CH:10]5[CH2:118][O:119][S:120]([OH:123])(=[O:122])=[O:121])[O:7][CH:2]4[CH2:1][O:134][S:135]([OH:138])(=[O:137])=[O:136])[O:79][CH:78]3[CH2:94][O:95][S:96]([OH:99])(=[O:98])=[O:97].[C:9]1(=[O:8])[O:25][C:12](=[O:11])[CH2:13][CH2:14]1. (3) Given the reactants [CH3:1][C:2]1([C:7]2[O:11][N:10]=[C:9]([C:12](OCC)=[O:13])[CH:8]=2)[O:6][CH2:5][CH2:4][O:3]1.CCO.C1COCC1, predict the reaction product. The product is: [CH3:1][C:2]1([C:7]2[O:11][N:10]=[C:9]([CH2:12][OH:13])[CH:8]=2)[O:6][CH2:5][CH2:4][O:3]1.